This data is from Catalyst prediction with 721,799 reactions and 888 catalyst types from USPTO. The task is: Predict which catalyst facilitates the given reaction. (1) Reactant: [C:1]1([C:6]2[N:7]([Si:11]([CH:18]([CH3:20])[CH3:19])([CH:15]([CH3:17])[CH3:16])[CH:12]([CH3:14])[CH3:13])[CH:8]=[CH:9][CH:10]=2)[CH2:5][CH2:4][CH2:3][CH:2]=1.C1(C2C=CN([Si](C(C)C)(C(C)C)C(C)C)C=2)CCCC=1.[C:41]([O:50][CH2:51][CH3:52])(=[O:49])/[CH:42]=[CH:43]/[C:44]([O:46][CH2:47][CH3:48])=[O:45].C(C1C(=O)C(Cl)=C(Cl)C(=O)C=1C#N)#N. Product: [CH:12]([Si:11]([CH:15]([CH3:17])[CH3:16])([CH:18]([CH3:20])[CH3:19])[N:7]1[C:6]2[C:10](=[C:42]([C:41]([O:50][CH2:51][CH3:52])=[O:49])[C:43]([C:44]([O:46][CH2:47][CH3:48])=[O:45])=[C:2]3[CH2:3][CH2:4][CH2:5][C:1]3=2)[CH:9]=[CH:8]1)([CH3:13])[CH3:14]. The catalyst class is: 48. (2) The catalyst class is: 271. Reactant: [OH:1][C@@:2]1([CH2:16][CH2:17]OS(C2C=CC(C)=CC=2)(=O)=O)[CH2:7][C@H:6]2[CH2:8][CH2:9][C@@H:3]1[CH:4]=[C:5]2[C:10]1[CH:15]=[CH:14][CH:13]=[CH:12][CH:11]=1.[CH3:29][NH2:30]. Product: [CH3:29][NH:30][CH2:17][CH2:16][C:2]1([OH:1])[CH2:7][CH:6]2[CH2:8][CH2:9][CH:3]1[CH:4]=[C:5]2[C:10]1[CH:15]=[CH:14][CH:13]=[CH:12][CH:11]=1. (3) Reactant: [C:1]([C:3]1[N:4]=[C:5]([N:13]([CH3:26])[C@H:14]2[CH2:18][CH2:17][N:16]([C:19]([O:21][C:22]([CH3:25])([CH3:24])[CH3:23])=[O:20])[CH2:15]2)[C:6]2[C:11]([CH:12]=1)=[CH:10][CH:9]=[CH:8][CH:7]=2)#[N:2].[NH:27]([C:29]([O:31]CC)=O)N.C[N:35]1C(=O)CCC1. Product: [CH3:26][N:13]([C:5]1[C:6]2[C:11](=[CH:10][CH:9]=[CH:8][CH:7]=2)[CH:12]=[C:3]([C:1]2[NH:27][C:29](=[O:31])[NH:35][N:2]=2)[N:4]=1)[C@H:14]1[CH2:18][CH2:17][N:16]([C:19]([O:21][C:22]([CH3:23])([CH3:25])[CH3:24])=[O:20])[CH2:15]1. The catalyst class is: 25. (4) Reactant: [Br:1][C:2]1[C:3]([O:11][CH2:12][O:13][CH3:14])=[C:4]([OH:10])[C:5]([O:8][CH3:9])=[CH:6][CH:7]=1.C(=O)([O-])[O-].[K+].[K+].Cl[CH:22]([F:24])[F:23]. Product: [Br:1][C:2]1[CH:7]=[CH:6][C:5]([O:8][CH3:9])=[C:4]([O:10][CH:22]([F:24])[F:23])[C:3]=1[O:11][CH2:12][O:13][CH3:14]. The catalyst class is: 9.